From a dataset of Forward reaction prediction with 1.9M reactions from USPTO patents (1976-2016). Predict the product of the given reaction. Given the reactants Cl.[Cl:2][C:3]1[CH:8]=[CH:7][C:6]([C@@:9]2([CH3:20])[CH2:11][C@H:10]2[NH:12]C(=O)OC(C)(C)C)=[CH:5][CH:4]=1, predict the reaction product. The product is: [ClH:2].[Cl:2][C:3]1[CH:4]=[CH:5][C:6]([C:9]2([CH3:20])[CH2:11][CH:10]2[NH2:12])=[CH:7][CH:8]=1.